Task: Regression/Classification. Given a drug SMILES string, predict its absorption, distribution, metabolism, or excretion properties. Task type varies by dataset: regression for continuous measurements (e.g., permeability, clearance, half-life) or binary classification for categorical outcomes (e.g., BBB penetration, CYP inhibition). Dataset: cyp1a2_veith.. Dataset: CYP1A2 inhibition data for predicting drug metabolism from PubChem BioAssay The compound is CC(=O)N(C[C@@H](C)C(=O)O)c1c(I)cc(I)c(N)c1I. The result is 0 (non-inhibitor).